This data is from Full USPTO retrosynthesis dataset with 1.9M reactions from patents (1976-2016). The task is: Predict the reactants needed to synthesize the given product. (1) Given the product [CH2:40]([NH:42][CH2:2][CH2:1][S:3]([O:6][C:7]1[CH:15]=[CH:14][C:13]([C:16]2[N:17]([C:32]([O:34][C:35]([CH3:38])([CH3:37])[CH3:36])=[O:33])[C:18]3[C:23]([CH:24]=2)=[CH:22][C:21]([CH2:25][N:26]2[CH2:31][CH2:30][CH2:29][CH2:28][CH2:27]2)=[CH:20][CH:19]=3)=[C:12]2[C:8]=1[CH2:9][NH:10][C:11]2=[O:39])(=[O:4])=[O:5])[CH3:41], predict the reactants needed to synthesize it. The reactants are: [CH:1]([S:3]([O:6][C:7]1[CH:15]=[CH:14][C:13]([C:16]2[N:17]([C:32]([O:34][C:35]([CH3:38])([CH3:37])[CH3:36])=[O:33])[C:18]3[C:23]([CH:24]=2)=[CH:22][C:21]([CH2:25][N:26]2[CH2:31][CH2:30][CH2:29][CH2:28][CH2:27]2)=[CH:20][CH:19]=3)=[C:12]2[C:8]=1[CH2:9][NH:10][C:11]2=[O:39])(=[O:5])=[O:4])=[CH2:2].[CH2:40]([NH2:42])[CH3:41]. (2) Given the product [CH3:10][O:11][C:12]1[CH:17]=[CH:16][C:15]([C:2]2[CH:6]=[CH:5][S:4][C:3]=2[C:7](=[O:9])[CH3:8])=[CH:14][CH:13]=1, predict the reactants needed to synthesize it. The reactants are: Br[C:2]1[CH:6]=[CH:5][S:4][C:3]=1[C:7](=[O:9])[CH3:8].[CH3:10][O:11][C:12]1[CH:17]=[CH:16][C:15](B(O)O)=[CH:14][CH:13]=1.C(COC)OC.C([O-])([O-])=O.[Na+].[Na+]. (3) Given the product [NH2:27][C:20]1[N:19]=[C:18]2[C:23]([N:24]=[CH:25][N:17]2[C@@H:13]2[O:12][C@H:11]([CH2:28][OH:29])[C@@H:10]([OH:9])[C@:14]2([F:16])[CH3:15])=[C:22]([N:40]([CH:41]2[CH2:44][CH2:43][CH2:42]2)[CH3:39])[N:21]=1, predict the reactants needed to synthesize it. The reactants are: C([O:9][C@H:10]1[C@:14]([F:16])([CH3:15])[C@H:13]([N:17]2[CH:25]=[N:24][C:23]3[C:18]2=[N:19][C:20]([NH2:27])=[N:21][C:22]=3Cl)[O:12][C@@H:11]1[CH2:28][O:29]C(=O)C1C=CC=CC=1)(=O)C1C=CC=CC=1.Cl.[CH3:39][NH:40][CH:41]1[CH2:44][CH2:43][CH2:42]1.C(N(CC)CC)C.[NH4+].[OH-]. (4) Given the product [Br:23][C:24]1[CH:25]=[C:26]([F:34])[CH:27]=[C:28]2[C:32]=1[NH:31][C:30](=[O:33])[C:29]2=[CH:21][C:3]1[NH:4][C:5]2[CH2:11][CH2:10][CH2:9][N:8]([CH2:12][CH2:13][N:14]3[CH2:19][CH2:18][CH2:17][CH2:16][CH2:15]3)[C:7](=[O:20])[C:6]=2[C:2]=1[CH3:1], predict the reactants needed to synthesize it. The reactants are: [CH3:1][C:2]1[C:6]2[C:7](=[O:20])[N:8]([CH2:12][CH2:13][N:14]3[CH2:19][CH2:18][CH2:17][CH2:16][CH2:15]3)[CH2:9][CH2:10][CH2:11][C:5]=2[NH:4][C:3]=1[CH:21]=O.[Br:23][C:24]1[CH:25]=[C:26]([F:34])[CH:27]=[C:28]2[C:32]=1[NH:31][C:30](=[O:33])[CH2:29]2. (5) Given the product [F:33][C:34]1[CH:35]=[C:36]([CH:63]=[C:64]([F:66])[CH:65]=1)[CH2:37][C@H:38]1[C@@H:42]([C@H:43]2[CH2:48][C@H:46]([OH:47])[CH2:45][N:44]2[CH:49]([C:50]2[CH:55]=[CH:54][CH:53]=[CH:52][CH:51]=2)[C:56]2[CH:61]=[CH:60][CH:59]=[CH:58][CH:57]=2)[O:41][C:40](=[O:62])[NH:39]1, predict the reactants needed to synthesize it. The reactants are: N[C@@H](CC1C=C(F)C=C(F)C=1)[C@@H]([C@H]1COCCN1C(C1C=CC=CC=1)C1C=CC=CC=1)O.[F:33][C:34]1[CH:35]=[C:36]([CH:63]=[C:64]([F:66])[CH:65]=1)[CH2:37][C@H:38]1[C@@H:42]([C@H:43]2[CH2:48][O:47][CH2:46][CH2:45][N:44]2[CH:49]([C:56]2[CH:61]=[CH:60][CH:59]=[CH:58][CH:57]=2)[C:50]2[CH:55]=[CH:54][CH:53]=[CH:52][CH:51]=2)[O:41][C:40](=[O:62])[NH:39]1.[Li+].[OH-]. (6) Given the product [CH:1]1([N:4]([CH2:39][C:40]2[CH:45]=[C:44]([CH2:46][CH2:47][CH2:48][O:49][CH3:50])[CH:43]=[C:42]([O:51][CH2:60][CH2:61][N:62]([CH3:64])[CH3:63])[CH:41]=2)[C:5]([C@@H:7]2[C@@H:12]([C:13]3[CH:14]=[CH:15][C:16]([O:19][CH2:20][CH2:21][O:22][C:23]4[C:28]([Cl:29])=[CH:27][C:26]([CH3:30])=[CH:25][C:24]=4[Cl:31])=[CH:17][CH:18]=3)[CH2:11][CH2:10][N:9]([C:32]([O:34][C:35]([CH3:38])([CH3:37])[CH3:36])=[O:33])[CH2:8]2)=[O:6])[CH2:3][CH2:2]1, predict the reactants needed to synthesize it. The reactants are: [CH:1]1([N:4]([CH2:39][C:40]2[CH:45]=[C:44]([CH2:46][CH2:47][CH2:48][O:49][CH3:50])[CH:43]=[C:42]([OH:51])[CH:41]=2)[C:5]([C@@H:7]2[C@@H:12]([C:13]3[CH:18]=[CH:17][C:16]([O:19][CH2:20][CH2:21][O:22][C:23]4[C:28]([Cl:29])=[CH:27][C:26]([CH3:30])=[CH:25][C:24]=4[Cl:31])=[CH:15][CH:14]=3)[CH2:11][CH2:10][N:9]([C:32]([O:34][C:35]([CH3:38])([CH3:37])[CH3:36])=[O:33])[CH2:8]2)=[O:6])[CH2:3][CH2:2]1.C(=O)([O-])[O-].[K+].[K+].Cl.Cl[CH2:60][CH2:61][N:62]([CH3:64])[CH3:63].